This data is from Reaction yield outcomes from USPTO patents with 853,638 reactions. The task is: Predict the reaction yield, written as a fraction of the theoretical maximum amount of product (1.0 means a 100% yield; for example, 0.34 means a 34% yield). (1) The reactants are [CH2:1]([NH:5][C:6]1[CH:7]=[CH:8][C:9]2[N:10]([C:12]([C:15]3[CH:23]=[CH:22][C:18]([C:19](O)=[O:20])=[CH:17][CH:16]=3)=[CH:13][N:14]=2)[N:11]=1)[CH2:2][CH2:3][CH3:4].[NH:24]1[CH2:29][CH2:28][CH:27]([NH:30][C:31](=[O:37])[O:32][C:33]([CH3:36])([CH3:35])[CH3:34])[CH2:26][CH2:25]1.C(N=C=NCCCN(C)C)C. The catalyst is ClCCl. The product is [C:33]([O:32][C:31](=[O:37])[NH:30][CH:27]1[CH2:26][CH2:25][N:24]([C:19](=[O:20])[C:18]2[CH:17]=[CH:16][C:15]([C:12]3[N:10]4[N:11]=[C:6]([NH:5][CH2:1][CH2:2][CH2:3][CH3:4])[CH:7]=[CH:8][C:9]4=[N:14][CH:13]=3)=[CH:23][CH:22]=2)[CH2:29][CH2:28]1)([CH3:34])([CH3:36])[CH3:35]. The yield is 0.520. (2) The reactants are [NH:1]1[CH2:5][CH2:4][CH2:3][CH:2]1[CH2:6][C:7]([O:9][C:10]([CH3:13])([CH3:12])[CH3:11])=[O:8].Cl[C:15]1[C:24]([N+:25]([O-:27])=[O:26])=[CH:23][C:18]([C:19]([O:21][CH3:22])=[O:20])=[CH:17][N:16]=1.C([O-])([O-])=O.[K+].[K+].C(N(CC)CC)C. The catalyst is C1COCC1. The product is [C:10]([O:9][C:7](=[O:8])[CH2:6][CH:2]1[CH2:3][CH2:4][CH2:5][N:1]1[C:15]1[C:24]([N+:25]([O-:27])=[O:26])=[CH:23][C:18]([C:19]([O:21][CH3:22])=[O:20])=[CH:17][N:16]=1)([CH3:13])([CH3:12])[CH3:11]. The yield is 0.910. (3) The reactants are CC1C=CC(C)=CC=1.[CH3:9][O:10][CH2:11][O:12][C:13]1[CH:14]=[C:15]([CH:19]=[C:20]([O:22][CH2:23][O:24][CH3:25])[CH:21]=1)[C:16](Cl)=O.[C:26]([O:29][C:30]1[CH:37]=[CH:36][C:33]([CH:34]=C)=[CH:32][CH:31]=1)(=[O:28])[CH3:27].CN1CCOCC1. The catalyst is [Pd].[Cl-].C(C1C=CC=C(C(C)C)C=1[NH+]1CCN(C2C(C(C)C)=CC=CC=2C(C)C)C1)(C)C.CCOC(C)=O. The product is [C:26]([O:29][C:30]1[CH:37]=[CH:36][C:33]([CH:34]=[CH:16][C:15]2[CH:14]=[C:13]([O:12][CH2:11][O:10][CH3:9])[CH:21]=[C:20]([O:22][CH2:23][O:24][CH3:25])[CH:19]=2)=[CH:32][CH:31]=1)(=[O:28])[CH3:27]. The yield is 0.590. (4) The reactants are [Cl:1][C:2]1[CH:7]=[CH:6][C:5]([NH:8][C:9](=[O:16])[CH2:10][C:11]([O:13][CH2:14][CH3:15])=[O:12])=[CH:4][CH:3]=1.CO[CH:19]=[CH:20][C:21](=O)[CH3:22].C[O-].[Na+]. The product is [Cl:1][C:2]1[CH:3]=[CH:4][C:5]([N:8]2[C:21]([CH3:22])=[CH:20][CH:19]=[C:10]([C:11]([O:13][CH2:14][CH3:15])=[O:12])[C:9]2=[O:16])=[CH:6][CH:7]=1. The catalyst is C(O)C. The yield is 0.250. (5) The reactants are C1(P(C2C=CC=CC=2)C2C=CC=CC=2)C=CC=CC=1.[CH2:20]([N:22]([CH2:26][CH3:27])[CH2:23][CH2:24][OH:25])[CH3:21].O[C:29]1[CH:38]=[C:37]2[C:32]([C:33]([O:39][C:40]3[CH:41]=[C:42]4[C:46](=[CH:47][CH:48]=3)[NH:45][C:44]([CH3:49])=[CH:43]4)=[N:34][CH:35]=[N:36]2)=[CH:31][C:30]=1[O:50][CH3:51].N(C(OCC)=O)=NC(OCC)=O. The catalyst is C(Cl)Cl. The product is [CH2:20]([N:22]([CH2:23][CH2:24][O:25][C:29]1[CH:38]=[C:37]2[C:32]([C:33]([O:39][C:40]3[CH:41]=[C:42]4[C:46](=[CH:47][CH:48]=3)[NH:45][C:44]([CH3:49])=[CH:43]4)=[N:34][CH:35]=[N:36]2)=[CH:31][C:30]=1[O:50][CH3:51])[CH2:26][CH3:27])[CH3:21]. The yield is 0.700. (6) The reactants are [O:1]1[CH:5]=[CH:4][N:3]=[C:2]1[C:6]1[CH:11]=[CH:10][C:9]([OH:12])=[CH:8][CH:7]=1.[C:13]([O:17][C:18]([N:20]1[CH2:24][CH2:23][CH2:22][C@@H:21]1[CH2:25][O:26][C:27]1[CH:32]=[CH:31][C:30](I)=[CH:29][CH:28]=1)=[O:19])([CH3:16])([CH3:15])[CH3:14]. No catalyst specified. The product is [C:13]([O:17][C:18]([N:20]1[CH2:24][CH2:23][CH2:22][C@@H:21]1[CH2:25][O:26][C:27]1[CH:28]=[CH:29][C:30]([O:12][C:9]2[CH:10]=[CH:11][C:6]([C:2]3[O:1][CH:5]=[CH:4][N:3]=3)=[CH:7][CH:8]=2)=[CH:31][CH:32]=1)=[O:19])([CH3:16])([CH3:14])[CH3:15]. The yield is 0.300. (7) The reactants are Br[C:2]1[C:3]([F:19])=[CH:4][C:5]2[O:11][CH2:10][CH2:9][N:8]3[CH:12]=[C:13]([C:15]([NH2:17])=[O:16])[N:14]=[C:7]3[C:6]=2[CH:18]=1.[F:20][C:21]1[CH:22]=[N:23][C:24]([C:27]([OH:31])([C:29]#[CH:30])[CH3:28])=[N:25][CH:26]=1. No catalyst specified. The product is [F:19][C:3]1[C:2]([C:30]#[C:29][C:27]([C:24]2[N:25]=[CH:26][C:21]([F:20])=[CH:22][N:23]=2)([OH:31])[CH3:28])=[CH:18][C:6]2[C:7]3[N:8]([CH:12]=[C:13]([C:15]([NH2:17])=[O:16])[N:14]=3)[CH2:9][CH2:10][O:11][C:5]=2[CH:4]=1. The yield is 0.0100. (8) The reactants are C1(C)C=CC(S([O-])(=O)=[O:8])=CC=1.[C:12]1([N:18]2[C:26]3[CH2:25][CH2:24][CH2:23][C:22](=[CH:27][CH2:28][N+:29]4[CH:34]=[CH:33]C=[CH:31][CH:30]=4)[C:21]=3[CH:20]=[N:19]2)[CH:17]=[CH:16][CH:15]=[CH:14][CH:13]=1.N1CCOCC1. The catalyst is C(#N)C.C(OCC)(=O)C. The product is [N:29]1([CH2:28]/[CH:27]=[C:22]2/[C:21]3[CH:20]=[N:19][N:18]([C:12]4[CH:17]=[CH:16][CH:15]=[CH:14][CH:13]=4)[C:26]=3[CH2:25][CH2:24][CH2:23]/2)[CH2:34][CH2:33][O:8][CH2:31][CH2:30]1. The yield is 0.570.